Dataset: Peptide-MHC class I binding affinity with 185,985 pairs from IEDB/IMGT. Task: Regression. Given a peptide amino acid sequence and an MHC pseudo amino acid sequence, predict their binding affinity value. This is MHC class I binding data. (1) The peptide sequence is NRDKTEAIL. The MHC is H-2-Db with pseudo-sequence H-2-Db. The binding affinity (normalized) is 0. (2) The peptide sequence is TLLIGAVVSV. The MHC is HLA-A02:06 with pseudo-sequence HLA-A02:06. The binding affinity (normalized) is 0.614. (3) The peptide sequence is SFYYIWKSY. The MHC is HLA-A31:01 with pseudo-sequence HLA-A31:01. The binding affinity (normalized) is 0.610. (4) The peptide sequence is QKEEAAICGQMDLS. The MHC is HLA-B44:02 with pseudo-sequence HLA-B44:02. The binding affinity (normalized) is 0.